Dataset: Full USPTO retrosynthesis dataset with 1.9M reactions from patents (1976-2016). Task: Predict the reactants needed to synthesize the given product. (1) Given the product [NH2:6][C:5]1[CH:7]=[CH:8][C:2]([C:12]2[N:11]([CH3:10])[C:15]([C:16]#[N:17])=[CH:14][CH:13]=2)=[CH:3][C:4]=1[F:9], predict the reactants needed to synthesize it. The reactants are: Br[C:2]1[CH:8]=[CH:7][C:5]([NH2:6])=[C:4]([F:9])[CH:3]=1.[CH3:10][N:11]1[C:15]([C:16]#[N:17])=[CH:14][CH:13]=[C:12]1B(O)O.[F-].[K+]. (2) Given the product [CH3:14][O:13][C:10]1[CH:9]=[C:8]2[C:7]([C:4]([CH3:6])([CH3:5])[CH2:3][C:2](=[O:1])[O:15]2)=[CH:12][CH:11]=1, predict the reactants needed to synthesize it. The reactants are: [OH:1][CH2:2][CH2:3][C:4]([C:7]1[CH:12]=[CH:11][C:10]([O:13][CH3:14])=[CH:9][C:8]=1[OH:15])([CH3:6])[CH3:5].C1(C)C=CC(S(O)(=O)=O)=CC=1. (3) Given the product [N:22]1([C:20]([C:15]23[CH2:14][CH2:13][C:12]([NH:11][CH2:28][C:29]([N:31]4[CH2:35][C@@H:34]([F:36])[CH2:33][C@H:32]4[C:37]#[N:38])=[O:30])([CH2:19][CH2:18]2)[CH2:17][CH2:16]3)=[O:21])[CH2:27][CH2:26][CH2:25][CH2:24][CH2:23]1, predict the reactants needed to synthesize it. The reactants are: C(OC([N:11]([CH2:28][C:29]([N:31]1[CH2:35][C@@H:34]([F:36])[CH2:33][C@H:32]1[C:37]#[N:38])=[O:30])[C:12]12[CH2:19][CH2:18][C:15]([C:20]([N:22]3[CH2:27][CH2:26][CH2:25][CH2:24][CH2:23]3)=[O:21])([CH2:16][CH2:17]1)[CH2:14][CH2:13]2)=O)C1C=CC=CC=1.C([O-])=O.[NH4+]. (4) Given the product [CH3:16][S:15][C:12]1[CH:13]=[CH:14][C:9]([N:8]2[C:1]([C:2]3[CH:3]=[CH:4][CH:5]=[CH:6][CH:7]=3)=[CH:29][N:28]=[CH:27]2)=[N:10][CH:11]=1, predict the reactants needed to synthesize it. The reactants are: [CH:1](=[N:8][C:9]1[CH:14]=[CH:13][C:12]([S:15][CH3:16])=[CH:11][N:10]=1)[C:2]1[CH:7]=[CH:6][CH:5]=[CH:4][CH:3]=1.S([CH2:27][N+:28]#[C-:29])(C1C=CC(C)=CC=1)(=O)=O.C(=O)([O-])[O-].[K+].[K+].CO.